The task is: Predict which catalyst facilitates the given reaction.. This data is from Catalyst prediction with 721,799 reactions and 888 catalyst types from USPTO. (1) Reactant: [NH2:1][C:2]1[CH:10]=[CH:9][C:5]([C:6]([OH:8])=[O:7])=[CH:4][CH:3]=1.CN(C)C1C=CC=CC=1.[N+:20]([C:23]1[CH:31]=[CH:30][C:26]([C:27](Cl)=[O:28])=[CH:25][CH:24]=1)([O-:22])=[O:21]. Product: [N+:20]([C:23]1[CH:24]=[CH:25][C:26]([C:27]([NH:1][C:2]2[CH:10]=[CH:9][C:5]([C:6]([OH:8])=[O:7])=[CH:4][CH:3]=2)=[O:28])=[CH:30][CH:31]=1)([O-:22])=[O:21]. The catalyst class is: 21. (2) Product: [Cl:1][C:2]1[CH:3]=[CH:4][C:5]([NH:8][C:9]2[CH:14]=[CH:13][N:12]3[N:15]=[CH:16][C:17]([CH:18]=[C:24]4[S:20][C:21](=[O:26])[NH:22][C:23]4=[O:25])=[C:11]3[N:10]=2)=[CH:6][CH:7]=1. The catalyst class is: 14. Reactant: [Cl:1][C:2]1[CH:7]=[CH:6][C:5]([NH:8][C:9]2[CH:14]=[CH:13][N:12]3[N:15]=[CH:16][C:17]([CH:18]=O)=[C:11]3[N:10]=2)=[CH:4][CH:3]=1.[S:20]1[CH2:24][C:23](=[O:25])[NH:22][C:21]1=[O:26].N1CCCCC1. (3) Reactant: Br[C:2]1[N:6](C(C)C)[N:5]=[CH:4][C:3]=1[CH2:10][C:11]1([N:24]=[C:25]=O)[CH2:16][CH2:15][N:14]([C:17]([O:19][C:20]([CH3:23])([CH3:22])[CH3:21])=[O:18])[CH2:13][CH2:12]1.C([Li])(C)(C)C. Product: [NH:6]1[C:2]2=[CH:25][NH:24][C:11]3([CH2:12][CH2:13][N:14]([C:17]([O:19][C:20]([CH3:22])([CH3:23])[CH3:21])=[O:18])[CH2:15][CH2:16]3)[CH2:10][CH:3]2[CH2:4][NH:5]1. The catalyst class is: 504. (4) Reactant: [CH2:1]([O:8][C:9]([N:11]1[CH2:15][C@H:14](O)[C@@H:13]([CH2:17][Br:18])[CH2:12]1)=[O:10])[C:2]1[CH:7]=[CH:6][CH:5]=[CH:4][CH:3]=1.C(N(S(F)(F)[F:25])CC)C.C(=O)(O)[O-].[Na+]. Product: [CH2:1]([O:8][C:9]([N:11]1[CH2:15][C@@H:14]([F:25])[C@@H:13]([CH2:17][Br:18])[CH2:12]1)=[O:10])[C:2]1[CH:7]=[CH:6][CH:5]=[CH:4][CH:3]=1. The catalyst class is: 4. (5) Reactant: [CH:1]1([CH2:7][CH2:8][CH2:9][C@@H:10]([C:15]2[O:19][N:18]=[C:17]([CH2:20][S:21]([C:24]3[CH:29]=[CH:28][CH:27]=[CH:26][CH:25]=3)(=[O:23])=[O:22])[N:16]=2)[CH2:11][C:12](O)=[O:13])[CH2:6][CH2:5][CH2:4][CH2:3][CH2:2]1.C(N1C=CN=C1)(N1C=CN=C1)=O.Cl.[NH2:43][OH:44]. Product: [NH3:16].[CH:1]1([CH2:7][CH2:8][CH2:9][C@@H:10]([C:15]2[O:19][N:18]=[C:17]([CH2:20][S:21]([C:24]3[CH:25]=[CH:26][CH:27]=[CH:28][CH:29]=3)(=[O:23])=[O:22])[N:16]=2)[CH2:11][C:12]([NH:43][OH:44])=[O:13])[CH2:2][CH2:3][CH2:4][CH2:5][CH2:6]1. The catalyst class is: 7. (6) Reactant: I[C:2]1[CH:42]=[CH:41][C:5]([CH2:6][C:7]2[C:8]([O:16][C@:17]3([O:35][C@H:34]([CH2:36][O:37][C:38](=[O:40])[CH3:39])[C@@H:29]([O:30][C:31](=[O:33])[CH3:32])[C@H:24]([O:25][C:26](=[O:28])[CH3:27])[C@H:19]3[O:20][C:21](=[O:23])[CH3:22])[OH:18])=[N:9][N:10]([CH:13]([CH3:15])[CH3:14])[C:11]=2[CH3:12])=[CH:4][CH:3]=1.CCN(CC)CC.[CH3:50][Si:51]([C:54]#[CH:55])([CH3:53])[CH3:52].CCOC(C)=O. Product: [CH3:50][Si:51]([C:54]#[C:55][C:2]1[CH:3]=[CH:4][C:5]([CH2:6][C:7]2[C:8]([O:16][C@:17]3([O:35][C@H:34]([CH2:36][O:37][C:38](=[O:40])[CH3:39])[C@@H:29]([O:30][C:31](=[O:33])[CH3:32])[C@H:24]([O:25][C:26](=[O:28])[CH3:27])[C@H:19]3[O:20][C:21](=[O:23])[CH3:22])[OH:18])=[N:9][N:10]([CH:13]([CH3:15])[CH3:14])[C:11]=2[CH3:12])=[CH:41][CH:42]=1)([CH3:53])[CH3:52]. The catalyst class is: 233. (7) Reactant: C[O:2][C:3]([C:5]1[N:10]=[CH:9][C:8]([N:11]2[CH2:16][CH2:15][N:14]([C:17]([O:19][C:20]([CH3:23])([CH3:22])[CH3:21])=[O:18])[CH2:13][CH2:12]2)=[CH:7][CH:6]=1)=[O:4].[OH-].[Na+]. Product: [C:20]([O:19][C:17]([N:14]1[CH2:13][CH2:12][N:11]([C:8]2[CH:7]=[CH:6][C:5]([C:3]([OH:4])=[O:2])=[N:10][CH:9]=2)[CH2:16][CH2:15]1)=[O:18])([CH3:23])([CH3:21])[CH3:22]. The catalyst class is: 38. (8) Reactant: [CH3:1]C([O-])(C)C.[K+].[CH:7]([O:10][C:11]1[C:18]([O:19][CH3:20])=[CH:17][CH:16]=[CH:15][C:12]=1[CH:13]=O)([CH3:9])[CH3:8].O. Product: [CH:7]([O:10][C:11]1[C:18]([O:19][CH3:20])=[CH:17][CH:16]=[CH:15][C:12]=1[CH:13]=[CH2:1])([CH3:9])[CH3:8]. The catalyst class is: 7. (9) Reactant: [NH2:1][C:2]1[N:7]=[CH:6][C:5]([N+:8]([O-:10])=[O:9])=[CH:4][N:3]=1.Br[C:12]1[CH:17]=[CH:16][C:15]([S:18]([NH:21][CH2:22][CH2:23][N:24]2[CH2:28][CH2:27][CH2:26][CH2:25]2)(=[O:20])=[O:19])=[CH:14][CH:13]=1.CC1(C)C2C(=C(P(C3C=CC=CC=3)C3C=CC=CC=3)C=CC=2)OC2C(P(C3C=CC=CC=3)C3C=CC=CC=3)=CC=CC1=2.CC(C)([O-])C.[K+]. Product: [N+:8]([C:5]1[CH:4]=[N:3][C:2]([NH:1][C:12]2[CH:17]=[CH:16][C:15]([S:18]([NH:21][CH2:22][CH2:23][N:24]3[CH2:25][CH2:26][CH2:27][CH2:28]3)(=[O:20])=[O:19])=[CH:14][CH:13]=2)=[N:7][CH:6]=1)([O-:10])=[O:9]. The catalyst class is: 231.